Dataset: HIV replication inhibition screening data with 41,000+ compounds from the AIDS Antiviral Screen. Task: Binary Classification. Given a drug SMILES string, predict its activity (active/inactive) in a high-throughput screening assay against a specified biological target. The drug is CCCCCC(C)(O)C1=NCCN1. The result is 0 (inactive).